This data is from Full USPTO retrosynthesis dataset with 1.9M reactions from patents (1976-2016). The task is: Predict the reactants needed to synthesize the given product. Given the product [ClH:42].[OH:7][NH:8][C:9]([C:11]1([S:20]([C:23]2[CH:28]=[CH:27][C:26]([C:29]3[CH:30]=[CH:31][C:32]([CH2:35][CH2:36][CH2:37][C:38]([F:41])([F:39])[F:40])=[CH:33][CH:34]=3)=[CH:25][CH:24]=2)(=[O:22])=[O:21])[CH2:16][CH2:15][N:14]([CH2:17][CH2:18][O:44][CH3:43])[CH2:13][CH2:12]1)=[O:10], predict the reactants needed to synthesize it. The reactants are: O1CCCCC1[O:7][NH:8][C:9]([C:11]1([S:20]([C:23]2[CH:28]=[CH:27][C:26]([C:29]3[CH:34]=[CH:33][C:32]([CH2:35][CH2:36][CH2:37][C:38]([F:41])([F:40])[F:39])=[CH:31][CH:30]=3)=[CH:25][CH:24]=2)(=[O:22])=[O:21])[CH2:16][CH2:15][N:14]([CH:17]2C[CH2:18]2)[CH2:13][CH2:12]1)=[O:10].[ClH:42].[CH3:43][OH:44].